Dataset: HIV replication inhibition screening data with 41,000+ compounds from the AIDS Antiviral Screen. Task: Binary Classification. Given a drug SMILES string, predict its activity (active/inactive) in a high-throughput screening assay against a specified biological target. (1) The molecule is CC(C)(C)C1COP(=O)(OCc2ccccc2)OC1. The result is 0 (inactive). (2) The molecule is COC(=O)c1c(C)cccc1C1CN=NC12Cc1ccc(C)cc1C2=O. The result is 1 (active). (3) The drug is S=c1sc2c(Cl)ncnc2n1-c1ccccc1. The result is 0 (inactive). (4) The compound is COc1cc(-c2nc(SC)nc3c2CCc2ccccc2-3)cc(OC)c1OC. The result is 0 (inactive). (5) The drug is CC(C)C1OC(=O)C=CC=CC=CC=CC=CCC(O)CC(O)CC(O)CC(O)CC(O)CC(O)CC(O)CC(O)C=CC1C. The result is 0 (inactive). (6) The drug is CC(C)c1ncc([N+](=O)[O-])n1C. The result is 0 (inactive). (7) The drug is Nc1ccc2ncc(Nc3ccc(Cl)c(Cl)c3)nc2c1. The result is 0 (inactive). (8) The compound is CC1=C(C(=O)Nc2ccccc2)C(c2ccc(N(C)C)cc2)C(C(=O)Nc2ccccc2)=C(C)N1. The result is 0 (inactive). (9) The molecule is O=C(Nc1ccccc1F)c1c(O)nc2sccn2c1=O. The result is 0 (inactive). (10) The molecule is CCOC(=O)C(=Cc1ccco1)C(=O)c1ccccc1. The result is 0 (inactive).